From a dataset of NCI-60 drug combinations with 297,098 pairs across 59 cell lines. Regression. Given two drug SMILES strings and cell line genomic features, predict the synergy score measuring deviation from expected non-interaction effect. (1) Drug 1: C(=O)(N)NO. Drug 2: CC(C)NC(=O)C1=CC=C(C=C1)CNNC.Cl. Cell line: PC-3. Synergy scores: CSS=2.94, Synergy_ZIP=-3.12, Synergy_Bliss=-4.34, Synergy_Loewe=-2.03, Synergy_HSA=-1.86. (2) Drug 1: C1=C(C(=O)NC(=O)N1)N(CCCl)CCCl. Drug 2: COC1=NC(=NC2=C1N=CN2C3C(C(C(O3)CO)O)O)N. Cell line: 786-0. Synergy scores: CSS=44.5, Synergy_ZIP=5.75, Synergy_Bliss=5.05, Synergy_Loewe=3.97, Synergy_HSA=7.04. (3) Drug 1: C1=NNC2=C1C(=O)NC=N2. Drug 2: CC1=C(C(=O)C2=C(C1=O)N3CC4C(C3(C2COC(=O)N)OC)N4)N. Cell line: SR. Synergy scores: CSS=63.4, Synergy_ZIP=0.798, Synergy_Bliss=-0.0210, Synergy_Loewe=-26.8, Synergy_HSA=0.666. (4) Drug 1: CNC(=O)C1=CC=CC=C1SC2=CC3=C(C=C2)C(=NN3)C=CC4=CC=CC=N4. Drug 2: C1=CN(C(=O)N=C1N)C2C(C(C(O2)CO)O)O.Cl. Cell line: MDA-MB-231. Synergy scores: CSS=20.5, Synergy_ZIP=-6.86, Synergy_Bliss=-4.94, Synergy_Loewe=-19.8, Synergy_HSA=-7.69. (5) Drug 1: C1CNP(=O)(OC1)N(CCCl)CCCl. Drug 2: CS(=O)(=O)CCNCC1=CC=C(O1)C2=CC3=C(C=C2)N=CN=C3NC4=CC(=C(C=C4)OCC5=CC(=CC=C5)F)Cl. Cell line: T-47D. Synergy scores: CSS=19.3, Synergy_ZIP=-2.17, Synergy_Bliss=-0.337, Synergy_Loewe=-9.63, Synergy_HSA=-1.97. (6) Cell line: OVCAR-4. Synergy scores: CSS=2.76, Synergy_ZIP=-2.14, Synergy_Bliss=-1.54, Synergy_Loewe=-7.71, Synergy_HSA=-1.69. Drug 2: CN(C(=O)NC(C=O)C(C(C(CO)O)O)O)N=O. Drug 1: C1=CN(C(=O)N=C1N)C2C(C(C(O2)CO)O)O.Cl. (7) Drug 1: C1CC(C1)(C(=O)O)C(=O)O.[NH2-].[NH2-].[Pt+2]. Drug 2: CC(C)(C1=NC(=CC=C1)N2C3=NC(=NC=C3C(=O)N2CC=C)NC4=CC=C(C=C4)N5CCN(CC5)C)O. Cell line: NCI-H460. Synergy scores: CSS=40.3, Synergy_ZIP=-0.833, Synergy_Bliss=2.69, Synergy_Loewe=0.214, Synergy_HSA=4.83.